From a dataset of Forward reaction prediction with 1.9M reactions from USPTO patents (1976-2016). Predict the product of the given reaction. (1) Given the reactants C(OC([NH:8][CH:9]1[CH2:14][CH2:13][N:12]([C:15]2[N:20]=[C:19]([C:21]3[C:29]4[C:24](=[CH:25][CH:26]=[C:27]([C:30]([O:32][CH3:33])=[O:31])[CH:28]=4)[N:23](C(OC(C)(C)C)=O)[CH:22]=3)[CH:18]=[N:17][CH:16]=2)[CH2:11][CH2:10]1)=O)(C)(C)C.C(O)(C(F)(F)F)=O, predict the reaction product. The product is: [NH2:8][CH:9]1[CH2:10][CH2:11][N:12]([C:15]2[N:20]=[C:19]([C:21]3[C:29]4[C:24](=[CH:25][CH:26]=[C:27]([C:30]([O:32][CH3:33])=[O:31])[CH:28]=4)[NH:23][CH:22]=3)[CH:18]=[N:17][CH:16]=2)[CH2:13][CH2:14]1. (2) Given the reactants [NH2:1][C:2]1[S:3][C:4]2[CH2:10][CH2:9][CH2:8][CH2:7][C:5]=2[N:6]=1.[Br:11][CH2:12][CH:13]1[CH2:15][CH2:14]1, predict the reaction product. The product is: [BrH:11].[CH:13]1([CH2:12][N:6]2[C:5]3[CH2:7][CH2:8][CH2:9][CH2:10][C:4]=3[S:3][C:2]2=[NH:1])[CH2:15][CH2:14]1. (3) Given the reactants [CH3:1]C([O-])(C)C.[K+].[CH3:7][O:8][C:9]([C@H:11]1[CH2:16][CH2:15][C@H:14]([NH:17][CH2:18][C:19]2[CH:28]=[CH:27][C:22]3[O:23][CH2:24][CH2:25][O:26][C:21]=3[CH:20]=2)[CH2:13][CH2:12]1)=[O:10].CI, predict the reaction product. The product is: [CH3:7][O:8][C:9]([C@H:11]1[CH2:16][CH2:15][C@H:14]([N:17]([CH2:18][C:19]2[CH:28]=[CH:27][C:22]3[O:23][CH2:24][CH2:25][O:26][C:21]=3[CH:20]=2)[CH3:1])[CH2:13][CH2:12]1)=[O:10]. (4) Given the reactants [F:1][C:2]1[CH:29]=[CH:28][C:5]([CH2:6][NH:7][C:8]([C:10]2[C:15]([O:16]CC3C=CC=CC=3)=[C:14]([O:24][CH3:25])[CH:13]=[C:12]([O:26][CH3:27])[N:11]=2)=[O:9])=[CH:4][CH:3]=1, predict the reaction product. The product is: [F:1][C:2]1[CH:3]=[CH:4][C:5]([CH2:6][NH:7][C:8]([C:10]2[C:15]([OH:16])=[C:14]([O:24][CH3:25])[CH:13]=[C:12]([O:26][CH3:27])[N:11]=2)=[O:9])=[CH:28][CH:29]=1. (5) Given the reactants [CH:1]([Si:4]([O:11][CH2:12][C@@H:13]([OH:23])[CH2:14][NH:15][C:16]([O:18][C:19]([CH3:22])([CH3:21])[CH3:20])=[O:17])([CH:8]([CH3:10])[CH3:9])[CH:5]([CH3:7])[CH3:6])([CH3:3])[CH3:2].[CH3:24]I, predict the reaction product. The product is: [CH:8]([Si:4]([O:11][CH2:12][C@@H:13]([O:23][CH3:24])[CH2:14][NH:15][C:16]([O:18][C:19]([CH3:22])([CH3:21])[CH3:20])=[O:17])([CH:5]([CH3:7])[CH3:6])[CH:1]([CH3:3])[CH3:2])([CH3:9])[CH3:10]. (6) Given the reactants Cl.Cl.[NH2:3][CH:4]1[CH2:6][CH:5]1[C:7]1[CH:8]=[C:9]([CH:19]=[CH:20][CH:21]=1)[C:10]([NH:12][C:13]1[CH:14]=[N:15][N:16]([CH3:18])[CH:17]=1)=[O:11].C(=O)([O-])O.[Na+].[CH:27]1([CH:30]=O)[CH2:29][CH2:28]1.[BH4-].[Na+].[C:42](O[C:42]([O:44][C:45]([CH3:48])([CH3:47])[CH3:46])=[O:43])([O:44][C:45]([CH3:48])([CH3:47])[CH3:46])=[O:43], predict the reaction product. The product is: [CH:27]1([CH2:30][N:3]([C@@H:4]2[CH2:6][C@H:5]2[C:7]2[CH:21]=[CH:20][CH:19]=[C:9]([C:10](=[O:11])[NH:12][C:13]3[CH:14]=[N:15][N:16]([CH3:18])[CH:17]=3)[CH:8]=2)[C:42](=[O:43])[O:44][C:45]([CH3:46])([CH3:47])[CH3:48])[CH2:29][CH2:28]1. (7) Given the reactants [B:10]1([B:10]2[O:14][C:13]([CH3:16])([CH3:15])[C:12]([CH3:18])([CH3:17])[O:11]2)[O:14][C:13]([CH3:16])([CH3:15])[C:12]([CH3:18])([CH3:17])[O:11]1.CC([O-])=O.[K+].C(Cl)Cl.Br[C:28]1[CH:29]=[CH:30][C:31]([C:34]2[N:35]=[N:36][N:37]([CH3:39])[N:38]=2)=[N:32][CH:33]=1, predict the reaction product. The product is: [CH3:39][N:37]1[N:36]=[N:35][C:34]([C:31]2[CH:30]=[CH:29][C:28]([B:10]3[O:11][C:12]([CH3:17])([CH3:18])[C:13]([CH3:15])([CH3:16])[O:14]3)=[CH:33][N:32]=2)=[N:38]1.